This data is from Experimentally validated miRNA-target interactions with 360,000+ pairs, plus equal number of negative samples. The task is: Binary Classification. Given a miRNA mature sequence and a target amino acid sequence, predict their likelihood of interaction. The miRNA is hsa-miR-4703-5p with sequence UAGCAAUACAGUACAAAUAUAGU. The protein sequence of the target gene is MYSEIQRERADIEGLMARPEYREWNSELIKPKKLLNPVKASRSHQELHRELLMNHKRGLGMDSKPELQRVLEHRRRNQLIKKKEEELEAKRMQCPFKQELLRRQQRLNQLENPPQRDEDHAPEFIKVRENLRRITTLTSEERAL. Result: 0 (no interaction).